Dataset: Retrosynthesis with 50K atom-mapped reactions and 10 reaction types from USPTO. Task: Predict the reactants needed to synthesize the given product. (1) Given the product CC(C)C(NC(=O)[C@@H]1CCCN1C(=O)[C@H](C)NC(=O)[C@H](C)NC(=O)OC(C)(C)C)C(O)C(F)(F)F, predict the reactants needed to synthesize it. The reactants are: CC(C)C(N)C(O)C(F)(F)F.C[C@H](NC(=O)OC(C)(C)C)C(=O)N[C@@H](C)C(=O)N1CCC[C@H]1C(=O)O. (2) Given the product CN1C(=O)Cc2c(NC(=O)NCc3ccc(C(F)(F)F)cc3)cccc21, predict the reactants needed to synthesize it. The reactants are: CN1C(=O)Cc2c(N)cccc21.O=C=NCc1ccc(C(F)(F)F)cc1. (3) Given the product Cc1cc(NC(=O)NCCN2CCC(N)CC2)c2ccccc2n1, predict the reactants needed to synthesize it. The reactants are: Cc1cc(NC(=O)NCCN2CCC(NC(=O)OC(C)(C)C)CC2)c2ccccc2n1. (4) The reactants are: O=C(O)c1ccccc1O.OCC(Cl)(Cl)Cl. Given the product O=C(OCC(Cl)(Cl)Cl)c1ccccc1O, predict the reactants needed to synthesize it. (5) Given the product CCCn1cc(CC)nc1-c1cnc(Nc2ccc(Cl)cc2)c(Cl)c1, predict the reactants needed to synthesize it. The reactants are: CCCI.CCc1c[nH]c(-c2cnc(Nc3ccc(Cl)cc3)c(Cl)c2)n1. (6) Given the product CC(C)(C)c1nc2cc(S(=O)(=O)n3cc(C(=O)NCCO)cn3)ccc2n1CC1CCOCC1, predict the reactants needed to synthesize it. The reactants are: CC(C)(C)c1nc2cc(S(=O)(=O)n3cc(C(=O)O)cn3)ccc2n1CC1CCOCC1.NCCO. (7) Given the product CCN[C@H](C)CC(=O)O, predict the reactants needed to synthesize it. The reactants are: CCN(C(=O)OC(C)(C)C)[C@H](C)CC(=O)O. (8) Given the product O=C1C[C@H](C(=O)Nc2cc(-c3cccc(COC(C(F)(F)F)C(F)(F)F)c3)n(-c3ccccc3)n2)CN1, predict the reactants needed to synthesize it. The reactants are: Nc1cc(-c2cccc(COC(C(F)(F)F)C(F)(F)F)c2)n(-c2ccccc2)n1.O=C1C[C@H](C(=O)O)CN1.